This data is from NCI-60 drug combinations with 297,098 pairs across 59 cell lines. The task is: Regression. Given two drug SMILES strings and cell line genomic features, predict the synergy score measuring deviation from expected non-interaction effect. (1) Drug 1: CC12CCC3C(C1CCC2O)C(CC4=C3C=CC(=C4)O)CCCCCCCCCS(=O)CCCC(C(F)(F)F)(F)F. Drug 2: COC1=C2C(=CC3=C1OC=C3)C=CC(=O)O2. Cell line: HS 578T. Synergy scores: CSS=4.45, Synergy_ZIP=-3.88, Synergy_Bliss=-7.28, Synergy_Loewe=0.485, Synergy_HSA=-2.64. (2) Drug 1: C1=C(C(=O)NC(=O)N1)F. Drug 2: C1=CN(C=N1)CC(O)(P(=O)(O)O)P(=O)(O)O. Cell line: SR. Synergy scores: CSS=35.1, Synergy_ZIP=-7.76, Synergy_Bliss=-15.8, Synergy_Loewe=-20.2, Synergy_HSA=-14.5. (3) Drug 1: C1CC(C1)(C(=O)O)C(=O)O.[NH2-].[NH2-].[Pt+2]. Drug 2: C1CCC(C(C1)N)N.C(=O)(C(=O)[O-])[O-].[Pt+4]. Cell line: CCRF-CEM. Synergy scores: CSS=41.9, Synergy_ZIP=0.667, Synergy_Bliss=9.77, Synergy_Loewe=9.28, Synergy_HSA=11.9. (4) Drug 1: CC1OCC2C(O1)C(C(C(O2)OC3C4COC(=O)C4C(C5=CC6=C(C=C35)OCO6)C7=CC(=C(C(=C7)OC)O)OC)O)O. Drug 2: C1=CN(C(=O)N=C1N)C2C(C(C(O2)CO)O)O.Cl. Cell line: RXF 393. Synergy scores: CSS=22.5, Synergy_ZIP=-7.23, Synergy_Bliss=-6.32, Synergy_Loewe=-2.15, Synergy_HSA=-1.48. (5) Drug 1: CCC1(CC2CC(C3=C(CCN(C2)C1)C4=CC=CC=C4N3)(C5=C(C=C6C(=C5)C78CCN9C7C(C=CC9)(C(C(C8N6C=O)(C(=O)OC)O)OC(=O)C)CC)OC)C(=O)OC)O.OS(=O)(=O)O. Drug 2: C1CN1C2=NC(=NC(=N2)N3CC3)N4CC4. Cell line: A549. Synergy scores: CSS=28.9, Synergy_ZIP=-0.0351, Synergy_Bliss=-1.17, Synergy_Loewe=-3.45, Synergy_HSA=-1.76. (6) Drug 1: CNC(=O)C1=CC=CC=C1SC2=CC3=C(C=C2)C(=NN3)C=CC4=CC=CC=N4. Drug 2: CC(C)(C#N)C1=CC(=CC(=C1)CN2C=NC=N2)C(C)(C)C#N. Cell line: T-47D. Synergy scores: CSS=1.35, Synergy_ZIP=1.04, Synergy_Bliss=1.74, Synergy_Loewe=1.49, Synergy_HSA=0.977. (7) Synergy scores: CSS=24.2, Synergy_ZIP=-9.93, Synergy_Bliss=-5.54, Synergy_Loewe=-2.71, Synergy_HSA=-0.975. Drug 1: C1CCC(C1)C(CC#N)N2C=C(C=N2)C3=C4C=CNC4=NC=N3. Drug 2: C1=CC(=CC=C1CCC2=CNC3=C2C(=O)NC(=N3)N)C(=O)NC(CCC(=O)O)C(=O)O. Cell line: UO-31. (8) Drug 1: CC1=C2C(C(=O)C3(C(CC4C(C3C(C(C2(C)C)(CC1OC(=O)C(C(C5=CC=CC=C5)NC(=O)OC(C)(C)C)O)O)OC(=O)C6=CC=CC=C6)(CO4)OC(=O)C)OC)C)OC. Drug 2: CN1CCC(CC1)COC2=C(C=C3C(=C2)N=CN=C3NC4=C(C=C(C=C4)Br)F)OC. Cell line: HOP-92. Synergy scores: CSS=36.5, Synergy_ZIP=1.33, Synergy_Bliss=1.61, Synergy_Loewe=4.63, Synergy_HSA=6.14. (9) Drug 1: CS(=O)(=O)C1=CC(=C(C=C1)C(=O)NC2=CC(=C(C=C2)Cl)C3=CC=CC=N3)Cl. Drug 2: C1CN(CCN1C(=O)CCBr)C(=O)CCBr. Cell line: CCRF-CEM. Synergy scores: CSS=15.4, Synergy_ZIP=-2.88, Synergy_Bliss=-2.20, Synergy_Loewe=-16.0, Synergy_HSA=-2.64. (10) Drug 1: CN1CCC(CC1)COC2=C(C=C3C(=C2)N=CN=C3NC4=C(C=C(C=C4)Br)F)OC. Drug 2: CC1=C2C(C(=O)C3(C(CC4C(C3C(C(C2(C)C)(CC1OC(=O)C(C(C5=CC=CC=C5)NC(=O)OC(C)(C)C)O)O)OC(=O)C6=CC=CC=C6)(CO4)OC(=O)C)O)C)O. Cell line: SNB-19. Synergy scores: CSS=41.5, Synergy_ZIP=12.0, Synergy_Bliss=12.4, Synergy_Loewe=-6.16, Synergy_HSA=12.9.